Dataset: Forward reaction prediction with 1.9M reactions from USPTO patents (1976-2016). Task: Predict the product of the given reaction. (1) The product is: [F:27][C:28]1[CH:33]=[C:32]([F:34])[CH:31]=[CH:30][C:29]=1[CH:35]1[CH2:44][CH2:43][C:42]2[C:37](=[CH:38][CH:39]=[C:40]([O:45][C:7]3[CH:6]=[CH:5][C:4]([N+:1]([O-:3])=[O:2])=[CH:9][N:8]=3)[CH:41]=2)[O:36]1. Given the reactants [N+:1]([C:4]1[CH:5]=[CH:6][C:7](OC2C=C3C(=CC=2)OC(C2C=CC=CC=2)CC3)=[N:8][CH:9]=1)([O-:3])=[O:2].[F:27][C:28]1[CH:33]=[C:32]([F:34])[CH:31]=[CH:30][C:29]=1[CH:35]1[CH2:44][CH2:43][C:42]2[C:37](=[CH:38][CH:39]=[C:40]([OH:45])[CH:41]=2)[O:36]1, predict the reaction product. (2) Given the reactants [Br:1][C:2]1[CH:10]=[CH:9][C:5]([C:6]([OH:8])=O)=[C:4]([CH2:11][O:12][Si:13]([C:16]([CH3:19])([CH3:18])[CH3:17])([CH3:15])[CH3:14])[CH:3]=1.CN(C(ON1N=NC2C=CC=NC1=2)=[N+](C)C)C.F[P-](F)(F)(F)(F)F.C[N:45]1[CH2:50][CH2:49][O:48][CH2:47][CH2:46]1.N1CCOCC1, predict the reaction product. The product is: [Br:1][C:2]1[CH:10]=[CH:9][C:5]([C:6]([N:45]2[CH2:50][CH2:49][O:48][CH2:47][CH2:46]2)=[O:8])=[C:4]([CH2:11][O:12][Si:13]([C:16]([CH3:19])([CH3:18])[CH3:17])([CH3:15])[CH3:14])[CH:3]=1. (3) Given the reactants I[C:2]1[CH:7]=[CH:6][C:5]([N:8]2[C@@H:12]([C:13]3[CH:18]=[CH:17][CH:16]=[CH:15][CH:14]=3)[C:11]([CH3:20])([CH3:19])[O:10][C:9]2=[O:21])=[CH:4][CH:3]=1.[C:22]1([C:28]2[NH:29][C:30](=[O:33])[NH:31][CH:32]=2)[CH:27]=[CH:26][CH:25]=[CH:24][CH:23]=1, predict the reaction product. The product is: [CH3:19][C:11]1([CH3:20])[O:10][C:9](=[O:21])[N:8]([C:5]2[CH:6]=[CH:7][C:2]([N:31]3[CH:32]=[C:28]([C:22]4[CH:27]=[CH:26][CH:25]=[CH:24][CH:23]=4)[NH:29][C:30]3=[O:33])=[CH:3][CH:4]=2)[C@H:12]1[C:13]1[CH:18]=[CH:17][CH:16]=[CH:15][CH:14]=1. (4) Given the reactants [N+:1]([C:4]1[CH:5]=[CH:6][C:7]([O:10][C:11]2[CH:20]=[CH:19][C:18]3[CH2:17][CH:16]([C:21]4[CH:26]=[CH:25][CH:24]=[CH:23][CH:22]=4)[CH2:15][CH2:14][C:13]=3[CH:12]=2)=[N:8][CH:9]=1)([O-:3])=[O:2].[OH:27]C1C=C2C(=CC=1)C(=O)C(C1C=CC=CC=1)CC2.ClC1C=CC([N+]([O-])=O)=CN=1.[F-].[K+], predict the reaction product. The product is: [N+:1]([C:4]1[CH:5]=[CH:6][C:7]([O:10][C:11]2[CH:12]=[C:13]3[C:18](=[CH:19][CH:20]=2)[C:17](=[O:27])[CH:16]([C:21]2[CH:22]=[CH:23][CH:24]=[CH:25][CH:26]=2)[CH2:15][CH2:14]3)=[N:8][CH:9]=1)([O-:3])=[O:2]. (5) Given the reactants Cl.[F:2][C:3]1[CH:8]=[C:7]([N:9]2[CH2:13][C@H:12]([CH2:14][NH:15][C:16](=[O:18])[CH3:17])[O:11][C:10]2=[O:19])[CH:6]=[CH:5][C:4]=1[C:20]1[CH:25]=[CH:24][C:23]([CH2:26][NH:27][CH2:28][C:29]2[N:33](CC3C=CC(OC)=CC=3)[N:32]=[N:31][CH:30]=2)=[CH:22][CH:21]=1, predict the reaction product. The product is: [F:2][C:3]1[CH:8]=[C:7]([N:9]2[CH2:13][C@H:12]([CH2:14][NH:15][C:16](=[O:18])[CH3:17])[O:11][C:10]2=[O:19])[CH:6]=[CH:5][C:4]=1[C:20]1[CH:25]=[CH:24][C:23]([CH2:26][NH:27][CH2:28][C:29]2[N:33]=[N:32][NH:31][CH:30]=2)=[CH:22][CH:21]=1.